This data is from Full USPTO retrosynthesis dataset with 1.9M reactions from patents (1976-2016). The task is: Predict the reactants needed to synthesize the given product. (1) Given the product [F:1][C:2]([F:11])([F:12])[C:3]1[CH:10]=[CH:9][C:6]([CH2:7][NH:8][C:17](=[O:23])[O:18][C:19]2[C:38]3[NH:37][C:36](=[O:39])[CH2:35][O:34][C:33]=3[CH:32]=[CH:31][CH:30]=2)=[CH:5][CH:4]=1, predict the reactants needed to synthesize it. The reactants are: [F:1][C:2]([F:12])([F:11])[C:3]1[CH:10]=[CH:9][C:6]([CH2:7][NH2:8])=[CH:5][CH:4]=1.ClC(Cl)(O[C:17](=[O:23])[O:18][C:19](Cl)(Cl)Cl)Cl.[N-]=C=O.OC1[C:38]2[NH:37][C:36](=[O:39])[CH2:35][O:34][C:33]=2[CH:32]=[CH:31][CH:30]=1. (2) The reactants are: [H-].[Al+3].[Li+].[H-].[H-].[H-].[C:7](OCC)(=[O:29])[CH:8]=[CH:9][CH:10]=[CH:11][CH:12]=[CH:13][CH:14]=[CH:15][CH:16]=[CH:17][CH:18]=[CH:19][CH2:20][CH2:21][CH2:22][CH2:23][CH2:24][CH2:25][CH2:26][CH2:27][CH3:28].C(OCC)(=O)C.[Cl-].[Na+]. Given the product [CH:7]([OH:29])=[CH:8][CH:9]=[CH:10][CH:11]=[CH:12][CH:13]=[CH:14][CH:15]=[CH:16][CH:17]=[CH:18][CH2:19][CH2:20][CH2:21][CH2:22][CH2:23][CH2:24][CH2:25][CH2:26][CH2:27][CH3:28], predict the reactants needed to synthesize it. (3) Given the product [NH2:15][C:2]1[C:7]([C:8]([OH:10])=[O:9])=[CH:6][CH:5]=[C:4]([C:11]([F:14])([F:13])[F:12])[N:3]=1, predict the reactants needed to synthesize it. The reactants are: Cl[C:2]1[C:7]([C:8]([OH:10])=[O:9])=[CH:6][CH:5]=[C:4]([C:11]([F:14])([F:13])[F:12])[N:3]=1.[NH3:15].CO. (4) Given the product [CH3:72][S:73]([NH:46][C:45]1[CH:56]=[C:41]([NH:40][C:28]([CH:9]2[CH:8]([C:4]3[CH:5]=[CH:6][CH:7]=[C:2]([Cl:1])[C:3]=3[F:31])[C:12]([C:15]3[CH:20]=[CH:19][C:18]([Cl:21])=[CH:17][C:16]=3[F:22])([C:13]#[N:14])[CH:11]([CH2:23][C:24]([CH3:27])([CH3:25])[CH3:26])[NH:10]2)=[O:30])[CH:42]=[CH:43][CH:44]=1)(=[O:75])=[O:74], predict the reactants needed to synthesize it. The reactants are: [Cl:1][C:2]1[C:3]([F:31])=[C:4]([CH:8]2[C:12]([C:15]3[CH:20]=[CH:19][C:18]([Cl:21])=[CH:17][C:16]=3[F:22])([C:13]#[N:14])[CH:11]([CH2:23][C:24]([CH3:27])([CH3:26])[CH3:25])[NH:10][CH:9]2[C:28]([OH:30])=O)[CH:5]=[CH:6][CH:7]=1.CN(C(O[N:40]1N=N[C:42]2[CH:43]=[CH:44][CH:45]=[N:46][C:41]1=2)=[N+](C)C)C.F[P-](F)(F)(F)(F)F.[CH3:56]CN(C(C)C)C(C)C.NC1C=C([CH2:72][S:73](N)(=[O:75])=[O:74])C=CC=1.